This data is from Full USPTO retrosynthesis dataset with 1.9M reactions from patents (1976-2016). The task is: Predict the reactants needed to synthesize the given product. Given the product [CH3:1][NH:2][C:3]1[C:8]([CH:9]=[CH:10][N+:11]([O-:13])=[O:12])=[CH:7][N:6]=[C:5]([NH:28][C:27]2[CH:26]=[CH:25][C:24]([N:21]3[CH2:20][CH2:19][N:18]([CH3:17])[CH2:23][CH2:22]3)=[CH:30][CH:29]=2)[N:4]=1, predict the reactants needed to synthesize it. The reactants are: [CH3:1][NH:2][C:3]1[C:8]([CH:9]=[CH:10][N+:11]([O-:13])=[O:12])=[CH:7][N:6]=[C:5](S(C)=O)[N:4]=1.[CH3:17][N:18]1[CH2:23][CH2:22][N:21]([C:24]2[CH:30]=[CH:29][C:27]([NH2:28])=[CH:26][CH:25]=2)[CH2:20][CH2:19]1.